From a dataset of Reaction yield outcomes from USPTO patents with 853,638 reactions. Predict the reaction yield, written as a fraction of the theoretical maximum amount of product (1.0 means a 100% yield; for example, 0.34 means a 34% yield). (1) The reactants are [NH:1]1[CH2:6][CH2:5][CH2:4][CH:3]([C:7]2[O:8][C:9]3[C:15]([C:16]([NH2:18])=[O:17])=[CH:14][CH:13]=[CH:12][C:10]=3[N:11]=2)[CH2:2]1.[CH:19](=O)[CH2:20][CH3:21].[H][H]. The catalyst is CO.[Pd]. The product is [CH2:19]([N:1]1[CH2:6][CH2:5][CH2:4][CH:3]([C:7]2[O:8][C:9]3[C:15]([C:16]([NH2:18])=[O:17])=[CH:14][CH:13]=[CH:12][C:10]=3[N:11]=2)[CH2:2]1)[CH2:20][CH3:21]. The yield is 0.410. (2) The reactants are [CH3:1][N:2]([CH:10]1[CH2:14][CH2:13][N:12]([C:15]([C:17]2[CH:18]=[C:19]3[C:23](=[CH:24][CH:25]=2)[NH:22][C:21]([C:26]2[C:35](=[O:36])[NH:34][C:33]4[C:28](=[CH:29][CH:30]=[CH:31][CH:32]=4)[N:27]=2)=[C:20]3[N+:37]([O-:39])=[O:38])=[O:16])[CH2:11]1)C(=O)OC(C)(C)C.C(O)(C(F)(F)F)=O.C([O-])(O)=O.[Na+]. The catalyst is C(Cl)Cl. The product is [CH3:1][NH:2][CH:10]1[CH2:14][CH2:13][N:12]([C:15]([C:17]2[CH:18]=[C:19]3[C:23](=[CH:24][CH:25]=2)[NH:22][C:21]([C:26]2[C:35](=[O:36])[NH:34][C:33]4[C:28]([N:27]=2)=[CH:29][CH:30]=[CH:31][CH:32]=4)=[C:20]3[N+:37]([O-:39])=[O:38])=[O:16])[CH2:11]1. The yield is 0.830. (3) The yield is 0.520. The catalyst is CN(C=O)C.[Cu-]=O. The product is [CH3:11][O:10][CH2:9][O:8][C:5]1[CH:6]=[CH:7][C:2]([C:14]#[C:13][C:12]([O:16][CH2:17][CH3:18])=[O:15])=[CH:3][CH:4]=1. The reactants are I[C:2]1[CH:7]=[CH:6][C:5]([O:8][CH2:9][O:10][CH3:11])=[CH:4][CH:3]=1.[C:12]([O:16][CH2:17][CH3:18])(=[O:15])[C:13]#[CH:14].O. (4) The yield is 0.780. The catalyst is O1CCCC1.C(C1C=CN=C(C2C=C(C(C)(C)C)C=CN=2)C=1)(C)(C)C. The reactants are [Br:1][C:2]1[CH:7]=[CH:6][CH:5]=[C:4]([Cl:8])[CH:3]=1.[CH3:9][C:10]1([CH3:26])[C:14]([CH3:16])([CH3:15])[O:13][B:12]([B:12]2[O:13][C:14]([CH3:16])([CH3:15])[C:10]([CH3:26])([CH3:9])[O:11]2)[O:11]1. The product is [Br:1][C:2]1[CH:7]=[C:6]([B:12]2[O:13][C:14]([CH3:16])([CH3:15])[C:10]([CH3:26])([CH3:9])[O:11]2)[CH:5]=[C:4]([Cl:8])[CH:3]=1. (5) The reactants are [C:1]([O:5][C:6]([N:8]1[CH2:13][CH2:12][O:11][CH2:10][CH:9]1[C:14](O)=[O:15])=[O:7])([CH3:4])([CH3:3])[CH3:2].B.C([O-])([O-])=O.[Na+].[Na+]. The catalyst is C1COCC1.O. The product is [C:1]([O:5][C:6]([N:8]1[CH2:13][CH2:12][O:11][CH2:10][CH:9]1[CH2:14][OH:15])=[O:7])([CH3:4])([CH3:3])[CH3:2]. The yield is 1.00. (6) The catalyst is C1COCC1.O. The reactants are [C:1]([C:5]1[CH:10]=[CH:9][CH:8]=[CH:7][C:6]=1[N:11]1[CH2:16][CH2:15][N:14]([C:17](=[O:23])[C:18]([O:20]CC)=[O:19])[CH2:13][CH2:12]1)([CH3:4])([CH3:3])[CH3:2].[OH-].[Li+]. The yield is 0.510. The product is [C:1]([C:5]1[CH:10]=[CH:9][CH:8]=[CH:7][C:6]=1[N:11]1[CH2:12][CH2:13][N:14]([C:17](=[O:23])[C:18]([OH:20])=[O:19])[CH2:15][CH2:16]1)([CH3:4])([CH3:2])[CH3:3]. (7) The reactants are C(OC(=O)[NH:7][C:8]1[S:9][C:10]([CH2:14][C:15]2[C:23]3[C:18](=[N:19][CH:20]=[C:21]([Cl:24])[CH:22]=3)[N:17]([S:25]([C:28]3[CH:33]=[CH:32][CH:31]=[CH:30][CH:29]=3)(=[O:27])=[O:26])[CH:16]=2)=[C:11]([Cl:13])[N:12]=1)(C)(C)C.Cl. The catalyst is ClCCl. The product is [C:28]1([S:25]([N:17]2[C:18]3=[N:19][CH:20]=[C:21]([Cl:24])[CH:22]=[C:23]3[C:15]([CH2:14][C:10]3[S:9][C:8]([NH2:7])=[N:12][C:11]=3[Cl:13])=[CH:16]2)(=[O:27])=[O:26])[CH:29]=[CH:30][CH:31]=[CH:32][CH:33]=1. The yield is 0.742.